From a dataset of Reaction yield outcomes from USPTO patents with 853,638 reactions. Predict the reaction yield, written as a fraction of the theoretical maximum amount of product (1.0 means a 100% yield; for example, 0.34 means a 34% yield). (1) The reactants are [CH:1]1([Mg]Br)[CH2:3][CH2:2]1.Br[C:7]1[CH:12]=[CH:11][CH:10]=[C:9]([O:13][CH2:14][C:15]2[CH:20]=[CH:19][CH:18]=[CH:17][CH:16]=2)[CH:8]=1.C1COCC1. The catalyst is C(OCC)C.Cl[Ni]1(Cl)[P](C2C=CC=CC=2)(C2C=CC=CC=2)CCC[P]1(C1C=CC=CC=1)C1C=CC=CC=1. The product is [CH:1]1([C:11]2[CH:12]=[CH:7][CH:8]=[C:9]([O:13][CH2:14][C:15]3[CH:20]=[CH:19][CH:18]=[CH:17][CH:16]=3)[CH:10]=2)[CH2:3][CH2:2]1. The yield is 0.360. (2) The yield is 0.0550. The product is [C:35]([N:9]1[CH2:10][CH2:11][CH2:12][CH:7]([N:6]2[C:2]([NH2:1])=[C:3]([C:26]([NH2:28])=[O:27])[C:4]([C:13]3[CH:14]=[CH:15][C:16]([O:19][C:20]4[CH:25]=[CH:24][CH:23]=[CH:22][CH:21]=4)=[CH:17][CH:18]=3)=[N:5]2)[CH2:8]1)(=[O:38])[CH:36]=[CH2:37]. The catalyst is C(Cl)Cl. The reactants are [NH2:1][C:2]1[N:6]([CH:7]2[CH2:12][CH2:11][CH2:10][NH:9][CH2:8]2)[N:5]=[C:4]([C:13]2[CH:18]=[CH:17][C:16]([O:19][C:20]3[CH:25]=[CH:24][CH:23]=[CH:22][CH:21]=3)=[CH:15][CH:14]=2)[C:3]=1[C:26]([NH2:28])=[O:27].N1C=CC=CC=1.[C:35](Cl)(=[O:38])[CH:36]=[CH2:37]. (3) The reactants are [OH-:1].[K+].[CH3:3][O:4][C:5]1[CH:6]=[C:7]2[C:12](=[CH:13][CH:14]=1)[CH:11]=[C:10]([C:15]1[C:23]3[C:18](=[CH:19][CH:20]=[C:21]([C:24]#N)[CH:22]=3)[N:17]([CH:26]3[CH2:31][CH2:30][CH2:29][CH2:28][O:27]3)[N:16]=1)[CH:9]=[CH:8]2.[OH2:32]. The catalyst is C(O)C. The product is [CH3:3][O:4][C:5]1[CH:6]=[C:7]2[C:12](=[CH:13][CH:14]=1)[CH:11]=[C:10]([C:15]1[C:23]3[C:18](=[CH:19][CH:20]=[C:21]([C:24]([OH:32])=[O:1])[CH:22]=3)[N:17]([CH:26]3[CH2:31][CH2:30][CH2:29][CH2:28][O:27]3)[N:16]=1)[CH:9]=[CH:8]2. The yield is 0.910.